This data is from Catalyst prediction with 721,799 reactions and 888 catalyst types from USPTO. The task is: Predict which catalyst facilitates the given reaction. Reactant: [O:1]1[CH2:5][CH2:4][CH2:3][CH2:2]1.[CH3:6][NH:7][CH:8]([C:12]1[CH:13]=[N:14][CH:15]=[CH:16][C:17]=1[C:18]([F:21])([F:20])[F:19])[CH:9]([CH3:11])[CH3:10].C(Cl)(=O)CCC. Product: [CH3:6][N:7]([CH:8]([C:12]1[CH:13]=[N:14][CH:15]=[CH:16][C:17]=1[C:18]([F:19])([F:21])[F:20])[CH:9]([CH3:11])[CH3:10])[C:2](=[O:1])[CH2:3][CH2:4][CH3:5]. The catalyst class is: 66.